From a dataset of Forward reaction prediction with 1.9M reactions from USPTO patents (1976-2016). Predict the product of the given reaction. (1) Given the reactants O=C1C2C(=CC=CC=2)C(=O)[N:3]1[O:12][C@H:13]1[CH2:17][CH2:16][C@H:15]([CH2:18][NH:19][C:20](=[O:26])[O:21][C:22]([CH3:25])([CH3:24])[CH3:23])[CH2:14]1.O.NN, predict the reaction product. The product is: [NH2:3][O:12][C@H:13]1[CH2:17][CH2:16][C@H:15]([CH2:18][NH:19][C:20](=[O:26])[O:21][C:22]([CH3:24])([CH3:23])[CH3:25])[CH2:14]1. (2) The product is: [NH2:14][CH2:9][C:6]1[N:7]=[CH:8][C:3]([C:1]#[N:2])=[CH:4][CH:5]=1. Given the reactants [C:1]([C:3]1[CH:4]=[CH:5][C:6]([CH3:9])=[N:7][CH:8]=1)#[N:2].CC(N=NC(C#N)(C)C)(C#[N:14])C.BrN1C(=O)CCC1=O.[H-].[Na+].N(C(OC(C)(C)C)=O)C(OC(C)(C)C)=O, predict the reaction product. (3) Given the reactants [N+:1]([C:4]1[CH:9]=[CH:8][C:7]([S:10]([NH:13][C@@H:14]([C:18]2[CH:23]=[CH:22][CH:21]=[CH:20][CH:19]=2)[C:15]([OH:17])=[O:16])(=[O:12])=[O:11])=[CH:6][CH:5]=1)([O-:3])=[O:2].S(Cl)(Cl)=O.[CH:28]1(O)[CH2:32][CH2:31][CH2:30][CH2:29]1, predict the reaction product. The product is: [CH:28]1([O:16][C:15](=[O:17])[C@@H:14]([NH:13][S:10]([C:7]2[CH:6]=[CH:5][C:4]([N+:1]([O-:3])=[O:2])=[CH:9][CH:8]=2)(=[O:12])=[O:11])[C:18]2[CH:19]=[CH:20][CH:21]=[CH:22][CH:23]=2)[CH2:32][CH2:31][CH2:30][CH2:29]1. (4) Given the reactants [C:1]([O:5][C:6]([N:8]1[CH2:13][CH2:12][CH2:11][C@@H:10]([NH:14][C:15]2[C:23]3[C:18](=[N:19][CH:20]=[CH:21][C:22]=3[O:24][C:25]3[CH:33]=[CH:32][C:28]([C:29]([OH:31])=O)=[CH:27][CH:26]=3)[N:17]([CH2:34][C:35]3[CH:40]=[CH:39][C:38]([O:41][CH3:42])=[CH:37][CH:36]=3)[N:16]=2)[CH2:9]1)=[O:7])([CH3:4])([CH3:3])[CH3:2].[CH3:43][C:44]1[CH:49]=[CH:48][N:47]=[C:46]([NH2:50])[CH:45]=1.O=P(Cl)(Cl)Cl.O, predict the reaction product. The product is: [CH3:42][O:41][C:38]1[CH:39]=[CH:40][C:35]([CH2:34][N:17]2[C:18]3=[N:19][CH:20]=[CH:21][C:22]([O:24][C:25]4[CH:33]=[CH:32][C:28]([C:29](=[O:31])[NH:50][C:46]5[CH:45]=[C:44]([CH3:43])[CH:49]=[CH:48][N:47]=5)=[CH:27][CH:26]=4)=[C:23]3[C:15]([NH:14][C@@H:10]3[CH2:11][CH2:12][CH2:13][N:8]([C:6]([O:5][C:1]([CH3:4])([CH3:3])[CH3:2])=[O:7])[CH2:9]3)=[N:16]2)=[CH:36][CH:37]=1. (5) The product is: [CH3:8][C:9]#[C:10][N:19]1[CH2:20][CH2:21][C@@H:16]([CH2:15][CH2:14][C:13](=[O:12])[C:26]2[C:35]3[C:30](=[CH:31][CH:32]=[C:33]([O:36][CH3:37])[CH:34]=3)[N:29]=[CH:28][CH:27]=2)[C@@H:17]([C:22]([O:24][CH3:25])=[O:23])[CH2:18]1. Given the reactants C(N(CC)CC)C.[CH2:8](Br)[C:9]#[CH:10].[O:12]=[C:13]([C:26]1[C:35]2[C:30](=[CH:31][CH:32]=[C:33]([O:36][CH3:37])[CH:34]=2)[N:29]=[CH:28][CH:27]=1)[CH2:14][CH2:15][C@@H:16]1[CH2:21][CH2:20][NH:19][CH2:18][C@@H:17]1[C:22]([O:24][CH3:25])=[O:23].O, predict the reaction product.